This data is from Peptide-MHC class II binding affinity with 134,281 pairs from IEDB. The task is: Regression. Given a peptide amino acid sequence and an MHC pseudo amino acid sequence, predict their binding affinity value. This is MHC class II binding data. (1) The peptide sequence is LEKISNEIKIVATPD. The MHC is HLA-DPA10103-DPB10301 with pseudo-sequence HLA-DPA10103-DPB10301. The binding affinity (normalized) is 0.202. (2) The peptide sequence is QWAQDLTLPWQSGSG. The MHC is DRB5_0101 with pseudo-sequence DRB5_0101. The binding affinity (normalized) is 0.400.